Dataset: Experimentally validated miRNA-target interactions with 360,000+ pairs, plus equal number of negative samples. Task: Binary Classification. Given a miRNA mature sequence and a target amino acid sequence, predict their likelihood of interaction. The miRNA is mmu-miR-7a-5p with sequence UGGAAGACUAGUGAUUUUGUUGU. The protein sequence of the target gene is MSAKLGKSSSLLTQTSEECNGILTEKMEEEEQTCDPDSSLHWSSSYSPETFRQQFRQFGYQDSPGPHEALSRLWELCHLWLRPEVHTKEQILELLVLEQFLAILPKELQAWVQKHHPENGEETVTMLEDVERELDGPKQIFFGRRKDMIAEKLAPSEITEELPSSQLMPVKKQLQGASWELQSLRPHDEDIKTTNVKSASRQKTSLGIELHCNVSNILHMNGSQSSTYRGTYEQDGRFEKRQGNPSWKKQQKCDECGKIFSQSSALILHQRIHSGKKPYACDECAKAFSRSAILIQHRRT.... Result: 0 (no interaction).